Dataset: CYP2C9 inhibition data for predicting drug metabolism from PubChem BioAssay. Task: Regression/Classification. Given a drug SMILES string, predict its absorption, distribution, metabolism, or excretion properties. Task type varies by dataset: regression for continuous measurements (e.g., permeability, clearance, half-life) or binary classification for categorical outcomes (e.g., BBB penetration, CYP inhibition). Dataset: cyp2c9_veith. The compound is O=C(c1csnn1)N1CCC2(CCCN(c3ccccc3)C2)CC1. The result is 1 (inhibitor).